From a dataset of Peptide-MHC class II binding affinity with 134,281 pairs from IEDB. Regression. Given a peptide amino acid sequence and an MHC pseudo amino acid sequence, predict their binding affinity value. This is MHC class II binding data. (1) The peptide sequence is VFFTFVLLLSGQITW. The MHC is DRB1_1101 with pseudo-sequence DRB1_1101. The binding affinity (normalized) is 0.422. (2) The peptide sequence is GMMMGMFNMLSTVLG. The MHC is DRB3_0101 with pseudo-sequence DRB3_0101. The binding affinity (normalized) is 0.235.